Dataset: Forward reaction prediction with 1.9M reactions from USPTO patents (1976-2016). Task: Predict the product of the given reaction. (1) Given the reactants OCCO[P:5](=[O:14])([O:10][CH:11]([CH3:13])[CH3:12])[O:6][CH:7]([CH3:9])[CH3:8].[CH3:15][O:16][CH2:17][CH2:18][O:19][C:20]1[N:28]=[C:27]2[C:23]([NH:24][CH:25]=[N:26]2)=[C:22]([NH2:29])[N:21]=1.C1(P(C2C=CC=CC=2)C2C=CC=CC=2)C=CC=CC=1.N([C:51]([O:53][CH:54](C)[CH3:55])=O)=N[C:51]([O:53][CH:54](C)[CH3:55])=O, predict the reaction product. The product is: [CH:11]([O:10][P:5]([CH2:51][O:53][CH2:54][CH2:55][N:26]1[CH:25]=[N:24][C:23]2[C:27]1=[N:28][C:20]([O:19][CH2:18][CH2:17][O:16][CH3:15])=[N:21][C:22]=2[NH2:29])(=[O:14])[O:6][CH:7]([CH3:8])[CH3:9])([CH3:12])[CH3:13]. (2) Given the reactants ClC1C=CC([C@@H]2CCN(C(OC(C)(C)C)=O)C[C@H]2C(OC)=O)=CC=1.[Cl:25][C:26]1[CH:31]=[CH:30][C:29]([C@@H:32]2[CH2:37][CH2:36][N:35]([CH2:38][CH:39]([F:41])[F:40])[CH2:34][C@H:33]2[C:42](OC)=[O:43])=[CH:28][CH:27]=1, predict the reaction product. The product is: [Cl:25][C:26]1[CH:27]=[CH:28][C:29]([C@@H:32]2[CH2:37][CH2:36][N:35]([CH2:38][CH:39]([F:40])[F:41])[CH2:34][C@H:33]2[CH2:42][OH:43])=[CH:30][CH:31]=1. (3) Given the reactants [F:1][C:2]1[C:3]([F:12])=[CH:4][C:5]2[S:9][C:8]([NH2:10])=[N:7][C:6]=2[CH:11]=1.[CH3:13][O:14][CH2:15][CH2:16][Br:17], predict the reaction product. The product is: [BrH:17].[F:1][C:2]1[C:3]([F:12])=[CH:4][C:5]2[S:9][C:8](=[NH:10])[N:7]([CH2:16][CH2:15][O:14][CH3:13])[C:6]=2[CH:11]=1. (4) The product is: [CH2:29]1[C:30]2[C:25](=[CH:24][C:23]([CH2:22][N:19]3[CH2:18][CH2:17][N:16]([C:14]([CH:11]4[CH2:12][CH2:13][O:8][CH2:9][CH2:10]4)=[O:15])[CH2:21][CH2:20]3)=[CH:32][CH:31]=2)[CH2:26][CH2:27][NH:28]1. Given the reactants FC(F)(F)C(O)=O.[O:8]1[CH2:13][CH2:12][CH:11]([C:14]([N:16]2[CH2:21][CH2:20][N:19]([CH2:22][C:23]3[CH:24]=[C:25]4[C:30](=[CH:31][CH:32]=3)[CH2:29][N:28](C(OC(C)(C)C)=O)[CH2:27][CH2:26]4)[CH2:18][CH2:17]2)=[O:15])[CH2:10][CH2:9]1, predict the reaction product. (5) Given the reactants [C:1]([O:5][C:6]([NH:8][C@@H:9]([CH2:13][C:14]1[CH:19]=[CH:18][C:17]([S:20]([C:23]2[CH:28]=[CH:27][CH:26]=[CH:25][CH:24]=2)(=[O:22])=[O:21])=[CH:16][CH:15]=1)[C:10](O)=[O:11])=[O:7])([CH3:4])([CH3:3])[CH3:2].C([N:31]1CCOCC1)C.CN(C(ON1N=NC2C=CC=CC1=2)=[N+](C)C)C.[B-](F)(F)(F)F.N, predict the reaction product. The product is: [NH2:31][C:10](=[O:11])[C@@H:9]([NH:8][C:6](=[O:7])[O:5][C:1]([CH3:2])([CH3:3])[CH3:4])[CH2:13][C:14]1[CH:19]=[CH:18][C:17]([S:20]([C:23]2[CH:28]=[CH:27][CH:26]=[CH:25][CH:24]=2)(=[O:21])=[O:22])=[CH:16][CH:15]=1. (6) Given the reactants [C:1]([C:4]1[CH:9]=[CH:8][CH:7]=[C:6](Br)[N:5]=1)(=[O:3])[CH3:2].[C:11]1(B(O)O)[CH:16]=[CH:15][CH:14]=[CH:13][CH:12]=1.C([O-])([O-])=O.[Na+].[Na+].CO, predict the reaction product. The product is: [C:1]([C:4]1[CH:9]=[CH:8][CH:7]=[C:6]([C:11]2[CH:16]=[CH:15][CH:14]=[CH:13][CH:12]=2)[N:5]=1)(=[O:3])[CH3:2].